This data is from Forward reaction prediction with 1.9M reactions from USPTO patents (1976-2016). The task is: Predict the product of the given reaction. (1) Given the reactants [H-].[Na+].[C:3]1([C:9]([OH:12])([CH3:11])[CH3:10])[CH:8]=[CH:7][CH:6]=[CH:5][CH:4]=1.ClC(Cl)(Cl)C#N.C([NH:36][CH2:37][CH2:38][C:39](O)=[O:40])(OCC1C2C(=CC=CC=2)C2C1=CC=CC=2)=O, predict the reaction product. The product is: [NH2:36][CH2:37][CH2:38][C:39]([O:12][C:9]([CH3:11])([C:3]1[CH:8]=[CH:7][CH:6]=[CH:5][CH:4]=1)[CH3:10])=[O:40]. (2) Given the reactants [NH2:1][C:2]1[CH:7]=[CH:6][C:5]([N:8]2[C:12]([CH2:13][CH2:14][CH3:15])=[C:11]([C:16]([NH:18][CH:19]3[CH2:21][CH2:20]3)=[O:17])[N:10]=[N:9]2)=[CH:4][CH:3]=1.[CH2:22]([N:24]=[C:25]=[O:26])[CH3:23], predict the reaction product. The product is: [CH:19]1([NH:18][C:16]([C:11]2[N:10]=[N:9][N:8]([C:5]3[CH:6]=[CH:7][C:2]([NH:1][C:25]([NH:24][CH2:22][CH3:23])=[O:26])=[CH:3][CH:4]=3)[C:12]=2[CH2:13][CH2:14][CH3:15])=[O:17])[CH2:20][CH2:21]1. (3) Given the reactants N1C=CC=CC=1.Cl[C:8](Cl)([O:10][C:11](=[O:17])[O:12][C:13](Cl)(Cl)Cl)Cl.[CH2:19]([C@H:23]1[C@@H](O)[C@@H](O)[CH2:25][S:24]1)[CH2:20][CH:21]=[CH2:22], predict the reaction product. The product is: [CH2:19]([C@H:23]1[C@@H:13]2[C@@H:8]([O:10][C:11](=[O:17])[O:12]2)[CH2:25][S:24]1)[CH2:20][CH:21]=[CH2:22].